This data is from Full USPTO retrosynthesis dataset with 1.9M reactions from patents (1976-2016). The task is: Predict the reactants needed to synthesize the given product. (1) Given the product [C:1]1([N:7]2[C:11]3[CH2:12][NH:13][CH2:14][CH2:15][C:10]=3[N:9]=[CH:8]2)[CH:2]=[CH:3][CH:4]=[CH:5][CH:6]=1, predict the reactants needed to synthesize it. The reactants are: [C:1]1([N:7]2[C:11]3[CH2:12][N:13](C(OC(C)(C)C)=O)[CH2:14][CH2:15][C:10]=3[N:9]=[CH:8]2)[CH:6]=[CH:5][CH:4]=[CH:3][CH:2]=1.Cl.O1CCOCC1.C(OCC)(=O)C. (2) Given the product [C:2]1([C:31]2[CH:36]=[CH:35][CH:34]=[CH:33][CH:32]=2)[CH:7]=[CH:6][CH:5]=[C:4]([N:8]2[C:12]3[C:13]4[CH:14]=[CH:15][CH:16]=[CH:17][C:18]=4[S:19](=[O:22])(=[O:21])[CH2:20][C:11]=3[C:10]([C:23]([N:25]3[CH2:30][CH2:29][O:28][CH2:27][CH2:26]3)=[O:24])=[N:9]2)[CH:3]=1, predict the reactants needed to synthesize it. The reactants are: Br[C:2]1[CH:3]=[C:4]([N:8]2[C:12]3[C:13]4[CH:14]=[CH:15][CH:16]=[CH:17][C:18]=4[S:19](=[O:22])(=[O:21])[CH2:20][C:11]=3[C:10]([C:23]([N:25]3[CH2:30][CH2:29][O:28][CH2:27][CH2:26]3)=[O:24])=[N:9]2)[CH:5]=[CH:6][CH:7]=1.[C:31]1(B(O)O)[CH:36]=[CH:35][CH:34]=[CH:33][CH:32]=1.[F-].[Cs+].